This data is from Full USPTO retrosynthesis dataset with 1.9M reactions from patents (1976-2016). The task is: Predict the reactants needed to synthesize the given product. (1) The reactants are: [CH3:1][C@:2]12[CH2:18][CH2:17][C@H:16]([OH:19])[CH2:15][C:14]1=[CH:13][CH2:12][CH:11]1[CH:3]2[C@@H:4]([OH:27])[CH2:5][C@@:6]2([CH3:26])[CH:10]1[CH2:9][CH2:8][C@@H:7]2[C:20]1([CH3:25])[O:24][CH2:23][CH2:22][O:21]1.[H-].[Na+].[CH3:30]I. Given the product [CH3:30][O:19][C@@H:16]1[CH2:15][C:14]2[C@@:2]([CH3:1])([CH:3]3[CH:11]([CH2:12][CH:13]=2)[CH:10]2[C@@:6]([CH3:26])([C@@H:7]([C:20]4([CH3:25])[O:21][CH2:22][CH2:23][O:24]4)[CH2:8][CH2:9]2)[CH2:5][C@@H:4]3[OH:27])[CH2:18][CH2:17]1, predict the reactants needed to synthesize it. (2) Given the product [Cl:30][C:28]1[CH:29]=[C:24]2[NH:23][C:22]([O:21][C@@H:18]3[CH2:19][O:20][C@H:15]([CH2:14][OH:13])[C@H:16]3[OH:17])=[N:32][C:25]2=[N:26][C:27]=1[I:31], predict the reactants needed to synthesize it. The reactants are: FC(F)(F)C(O)=O.C([Si]1(C(C)(C)C)[O:17][C@H:16]2[C@H:18]([O:21][C:22]3[N:23](COCC[Si](C)(C)C)[C:24]4[C:25]([N:32]=3)=[N:26][C:27]([I:31])=[C:28]([Cl:30])[CH:29]=4)[CH2:19][O:20][C@@H:15]2[CH2:14][O:13]1)(C)(C)C.[F-].C([N+](CCCC)(CCCC)CCCC)CCC. (3) Given the product [F:1][C:2]1[CH:9]=[CH:8][CH:7]=[C:6]([F:10])[C:3]=1[CH:4]([O:5][Si:26]([C:29]([CH3:30])([CH3:31])[CH3:32])([CH3:27])[CH3:28])[CH2:83][C:82]([C:80]1[N:81]=[C:77]([CH:74]2[CH2:75][CH2:76][N:71]([C:69](=[O:70])[CH2:68][N:67]3[C:63]([CH3:62])=[CH:64][C:65]([C:96]([F:98])([F:99])[F:97])=[N:66]3)[CH2:72][CH2:73]2)[S:78][CH:79]=1)=[N:84][OH:85], predict the reactants needed to synthesize it. The reactants are: [F:1][C:2]1[CH:9]=[CH:8][CH:7]=[C:6]([F:10])[C:3]=1[CH:4]=[O:5].C(N(C(C)C)C(C)C)C.FC(F)(F)S(O[Si:26]([C:29]([CH3:32])([CH3:31])[CH3:30])([CH3:28])[CH3:27])(=O)=O.C(C1N=C(C2CCN(C(=O)CN3C(C)=CC(C(F)(F)F)=N3)CC2)SC=1)(=O)C.[CH3:62][C:63]1[N:67]([CH2:68][C:69]([N:71]2[CH2:76][CH2:75][CH:74]([C:77]3[S:78][CH:79]=[C:80]([C:82](=[N:84][O:85]CCCCC4C=CC=CC=4)[CH3:83])[N:81]=3)[CH2:73][CH2:72]2)=[O:70])[N:66]=[C:65]([C:96]([F:99])([F:98])[F:97])[CH:64]=1.